From a dataset of Forward reaction prediction with 1.9M reactions from USPTO patents (1976-2016). Predict the product of the given reaction. (1) Given the reactants C(O[Na])(C)(C)C.[CH3:7][O:8][CH2:9][CH:10]([OH:14])[CH2:11][O:12][CH3:13].[Br:15][C:16]1[CH:17]=[N:18][C:19](Cl)=[C:20]([CH:26]=1)[C:21]([O:23][CH2:24][CH3:25])=[O:22], predict the reaction product. The product is: [CH2:24]([O:23][C:21](=[O:22])[C:20]1[CH:26]=[C:16]([Br:15])[CH:17]=[N:18][C:19]=1[O:14][CH:10]([CH2:11][O:12][CH3:13])[CH2:9][O:8][CH3:7])[CH3:25]. (2) Given the reactants [NH:1]1[C:9]2[C:4](=[C:5]([N:10]3[CH2:15][CH2:14][N:13]([CH2:16][CH2:17][NH2:18])[CH2:12][CH2:11]3)[CH:6]=[CH:7][CH:8]=2)[CH:3]=[CH:2]1.[CH:19]1([C:25]([OH:27])=O)[CH2:24][CH2:23][CH2:22][CH2:21][CH2:20]1.[Cl:28]CCl, predict the reaction product. The product is: [ClH:28].[ClH:28].[CH:19]1([C:25]([N:18]([CH2:17][CH2:16][N:13]2[CH2:12][CH2:11][N:10]([C:5]3[CH:6]=[CH:7][CH:8]=[C:9]4[C:4]=3[CH:3]=[CH:2][NH:1]4)[CH2:15][CH2:14]2)[C:25]([CH:19]2[CH2:20][CH2:21][CH2:22][CH2:23][CH2:24]2)=[O:27])=[O:27])[CH2:24][CH2:23][CH2:22][CH2:21][CH2:20]1. (3) Given the reactants [CH3:1][N:2]1[C:6]([C:7]2[CH:12]=[CH:11][C:10]([NH:13][CH:14]=O)=[C:9]([O:16][CH3:17])[CH:8]=2)=[CH:5][N:4]=[C:3]1[CH3:18].[H-].[Na+].[CH3:21][N:22]1[CH:26]=[C:25]([C:27]2[C:32]3[N:33]=C(S(C)(=O)=O)[N:35]=[CH:36][C:31]=3[CH:30]=[CH:29][N:28]=2)[CH:24]=[N:23]1.[OH-].[Na+], predict the reaction product. The product is: [CH3:1][N:2]1[C:6]([C:7]2[CH:12]=[CH:11][C:10]([NH:13][C:14]3[N:35]=[CH:36][C:31]4[CH:30]=[CH:29][N:28]=[C:27]([C:25]5[CH:24]=[N:23][N:22]([CH3:21])[CH:26]=5)[C:32]=4[N:33]=3)=[C:9]([O:16][CH3:17])[CH:8]=2)=[CH:5][N:4]=[C:3]1[CH3:18]. (4) Given the reactants [N:1](OCCC(C)C)=O.[CH2:9]([O:11][C:12](=[O:35])[C@@H:13]([CH2:20][C:21]1[CH:26]=[C:25]([Br:27])[C:24]([NH2:28])=[C:23]([CH3:29])[C:22]=1[CH2:30][O:31][C:32](=[O:34])[CH3:33])[CH2:14][C:15]([O:17][CH2:18][CH3:19])=[O:16])[CH3:10].C([O-])(=O)C.[K+], predict the reaction product. The product is: [CH2:9]([O:11][C:12](=[O:35])[C@@H:13]([CH2:20][C:21]1[C:22]([CH2:30][O:31][C:32](=[O:34])[CH3:33])=[C:23]2[C:24](=[C:25]([Br:27])[CH:26]=1)[NH:28][N:1]=[CH:29]2)[CH2:14][C:15]([O:17][CH2:18][CH3:19])=[O:16])[CH3:10]. (5) Given the reactants C([O:3][C:4](=O)[CH2:5][C:6](=O)[CH2:7][C:8]1[CH:13]=[CH:12][CH:11]=[C:10]([Br:14])[CH:9]=1)C.C(=O)(O)O.[NH2:21][C:22]([NH2:24])=[NH:23], predict the reaction product. The product is: [NH2:23][C:22]1[NH:24][C:4](=[O:3])[CH:5]=[C:6]([CH2:7][C:8]2[CH:13]=[CH:12][CH:11]=[C:10]([Br:14])[CH:9]=2)[N:21]=1.